This data is from Reaction yield outcomes from USPTO patents with 853,638 reactions. The task is: Predict the reaction yield, written as a fraction of the theoretical maximum amount of product (1.0 means a 100% yield; for example, 0.34 means a 34% yield). (1) The reactants are N[C:2]1([N+:20]([O-])=O)[C:9]([NH:10][C:11]2[CH:16]=[CH:15][C:14]([O:17][CH2:18][CH3:19])=[CH:13][N:12]=2)=[CH:8][CH:7]=[C:4]([C:5]#[N:6])[CH2:3]1.[C:23](O)(=O)C.C(N)=N. The catalyst is C(O)C. The product is [CH2:18]([O:17][C:14]1[CH:15]=[CH:16][C:11]([N:10]2[C:9]3[CH:8]=[CH:7][C:4]([C:5]#[N:6])=[CH:3][C:2]=3[N:20]=[CH:23]2)=[N:12][CH:13]=1)[CH3:19]. The yield is 0.930. (2) The reactants are [CH3:1][C:2]([Si:5](Cl)([CH3:7])[CH3:6])([CH3:4])[CH3:3].C(N(CC)CC)C.[S:16]1[C:20]([CH2:21][CH:22]([OH:25])[C:23]#[CH:24])=[CH:19][C:18]2[CH:26]=[CH:27][CH:28]=[CH:29][C:17]1=2.[NH4+].[Cl-]. The catalyst is CN(C1C=CN=CC=1)C.ClCCl. The product is [S:16]1[C:20]([CH2:21][CH:22]([O:25][Si:5]([C:2]([CH3:4])([CH3:3])[CH3:1])([CH3:7])[CH3:6])[C:23]#[CH:24])=[CH:19][C:18]2[CH:26]=[CH:27][CH:28]=[CH:29][C:17]1=2. The yield is 0.700. (3) The product is [Br:8][CH2:18][C:17]1[C:10]([F:9])=[C:11]([CH:14]=[CH:15][CH:16]=1)[C:12]#[N:13]. The yield is 0.700. The reactants are C1C(=O)N([Br:8])C(=O)C1.[F:9][C:10]1[C:17]([CH3:18])=[CH:16][CH:15]=[CH:14][C:11]=1[C:12]#[N:13].O. The catalyst is C(#N)C.C(OOC(=O)C1C=CC=CC=1)(=O)C1C=CC=CC=1. (4) The reactants are C1(P(=[CH:20][C:21]([O:23][CH3:24])=[O:22])(C2C=CC=CC=2)C2C=CC=CC=2)C=CC=CC=1.[Br:25][C:26]1[S:30][C:29]([CH:31]=O)=[CH:28][CH:27]=1.O. The catalyst is C1(C)C=CC=CC=1. The product is [Br:25][C:26]1[S:30][C:29]([CH:31]=[CH:20][C:21]([O:23][CH3:24])=[O:22])=[CH:28][CH:27]=1. The yield is 0.820. (5) The reactants are [Cl:1][C:2]1[N:7]=[C:6]([NH:8][C:9]2[C:14]([F:15])=[CH:13][CH:12]=[CH:11][C:10]=2[OH:16])[C:5]([Cl:17])=[CH:4][N:3]=1.[C:18]([O:22][CH3:23])(=[O:21])[CH2:19]O.C1(P(C2C=CC=CC=2)C2C=CC=CC=2)C=CC=CC=1.N(C(OC(C)(C)C)=O)=NC(OC(C)(C)C)=O. The catalyst is C(Cl)Cl. The product is [CH3:23][O:22][C:18](=[O:21])[CH2:19][O:16][C:10]1[CH:11]=[CH:12][CH:13]=[C:14]([F:15])[C:9]=1[NH:8][C:6]1[C:5]([Cl:17])=[CH:4][N:3]=[C:2]([Cl:1])[N:7]=1. The yield is 0.790.